Dataset: Catalyst prediction with 721,799 reactions and 888 catalyst types from USPTO. Task: Predict which catalyst facilitates the given reaction. (1) Reactant: I[C:2]1[CH:7]=[C:6]([C:8]([F:11])([F:10])[F:9])[CH:5]=[C:4]([O:12][CH2:13][CH2:14][O:15][CH3:16])[CH:3]=1.[CH3:17][C:18]1([CH3:34])[C:22]([CH3:24])([CH3:23])[O:21][B:20]([B:20]2[O:21][C:22]([CH3:24])([CH3:23])[C:18]([CH3:34])([CH3:17])[O:19]2)[O:19]1.C([O-])(=O)C.[K+]. Product: [CH3:16][O:15][CH2:14][CH2:13][O:12][C:4]1[CH:3]=[C:2]([B:20]2[O:21][C:22]([CH3:24])([CH3:23])[C:18]([CH3:34])([CH3:17])[O:19]2)[CH:7]=[C:6]([C:8]([F:11])([F:10])[F:9])[CH:5]=1. The catalyst class is: 117. (2) Product: [C:17]([O:25][CH2:26][C@@H:27]1[C@@H:31]([F:32])[C@:30]([O:34][C:35](=[O:42])[C:36]2[CH:37]=[CH:38][CH:39]=[CH:40][CH:41]=2)([CH3:33])[C@H:29]([N:13]2[CH:14]=[CH:15][C:10]([NH:9][C:1](=[O:8])[C:2]3[CH:7]=[CH:6][CH:5]=[CH:4][CH:3]=3)=[N:11][C:12]2=[O:16])[O:28]1)(=[O:24])[C:18]1[CH:23]=[CH:22][CH:21]=[CH:20][CH:19]=1. Reactant: [C:1]([NH:9][C:10]1[CH:15]=[CH:14][NH:13][C:12](=[O:16])[N:11]=1)(=[O:8])[C:2]1[CH:7]=[CH:6][CH:5]=[CH:4][CH:3]=1.[C:17]([O:25][CH2:26][C@@H:27]1[C@@H:31]([F:32])[C@:30]([O:34][C:35](=[O:42])[C:36]2[CH:41]=[CH:40][CH:39]=[CH:38][CH:37]=2)([CH3:33])[CH:29](OC(=O)C)[O:28]1)(=[O:24])[C:18]1[CH:23]=[CH:22][CH:21]=[CH:20][CH:19]=1.C1CCN2C(=NCCC2)CC1.[Si](OS(C(F)(F)F)(=O)=O)(C)(C)C. The catalyst class is: 210.